Dataset: Reaction yield outcomes from USPTO patents with 853,638 reactions. Task: Predict the reaction yield, written as a fraction of the theoretical maximum amount of product (1.0 means a 100% yield; for example, 0.34 means a 34% yield). (1) The reactants are [C:1]([C:4]1[CH:5]=[CH:6][C:7]([NH2:14])=[C:8]([S:10]([NH2:13])(=[O:12])=[O:11])[CH:9]=1)(=[O:3])[CH3:2].[BH4-].[Na+]. The catalyst is CCO. The product is [NH2:14][C:7]1[CH:6]=[CH:5][C:4]([CH:1]([OH:3])[CH3:2])=[CH:9][C:8]=1[S:10]([NH2:13])(=[O:11])=[O:12]. The yield is 0.370. (2) The reactants are [CH2:1]([C:3]1[NH:4][C:5]2[CH:11]=[CH:10][CH:9]=[CH:8][C:6]=2[N:7]=1)[CH3:2].[CH3:12][O:13][CH2:14][CH2:15][O:16][CH2:17][CH2:18]Cl. No catalyst specified. The product is [CH2:1]([C:3]1[N:4]([CH2:18][CH2:17][O:16][CH2:15][CH2:14][O:13][CH3:12])[C:5]2[CH:11]=[CH:10][CH:9]=[CH:8][C:6]=2[N:7]=1)[CH3:2]. The yield is 0.770. (3) The reactants are [CH3:1][S:2]([CH2:5][C:6]([OH:8])=O)(=[O:4])=[O:3].ClC(N(C)C)=C(C)C.[NH2:17][C:18]1[CH:23]=[C:22]([O:24][C:25]2[C:34]3[C:29](=[CH:30][CH:31]=[CH:32][CH:33]=3)[C:28]([NH:35][C:36]([NH:38][C:39]3[N:43]([C:44]4[CH:49]=[CH:48][C:47]([CH3:50])=[CH:46][CH:45]=4)[N:42]=[C:41]([C:51]([CH3:54])([CH3:53])[CH3:52])[CH:40]=3)=[O:37])=[CH:27][CH:26]=2)[CH:21]=[CH:20][N:19]=1.CCN(C(C)C)C(C)C.N. The catalyst is C(Cl)Cl.CO. The product is [C:51]([C:41]1[CH:40]=[C:39]([NH:38][C:36](=[O:37])[NH:35][C:28]2[C:29]3[C:34](=[CH:33][CH:32]=[CH:31][CH:30]=3)[C:25]([O:24][C:22]3[CH:21]=[CH:20][N:19]=[C:18]([NH:17][C:6](=[O:8])[CH2:5][S:2]([CH3:1])(=[O:4])=[O:3])[CH:23]=3)=[CH:26][CH:27]=2)[N:43]([C:44]2[CH:49]=[CH:48][C:47]([CH3:50])=[CH:46][CH:45]=2)[N:42]=1)([CH3:54])([CH3:53])[CH3:52]. The yield is 0.280. (4) The reactants are [Cl:1][C:2]1[C:3](I)=[N:4][CH:5]=[C:6]([N+:8]([O-:10])=[O:9])[CH:7]=1.[Cu][C:13]#[N:14].C(OCC)(=O)C. The catalyst is C(#N)C. The product is [Cl:1][C:2]1[C:3]([C:13]#[N:14])=[N:4][CH:5]=[C:6]([N+:8]([O-:10])=[O:9])[CH:7]=1. The yield is 0.210. (5) The reactants are [Si:1]([O:8][C:9]1[CH:10]=[C:11]([C:16]([C:18]2[CH:23]=[C:22]([O:24][C:25]([F:30])([F:29])[CH:26]([F:28])[F:27])[CH:21]=[C:20]([F:31])[CH:19]=2)=O)[CH:12]=[CH:13][C:14]=1[F:15])([C:4]([CH3:7])([CH3:6])[CH3:5])([CH3:3])[CH3:2].[CH3:32][C:33]([S@:36]([NH2:38])=[O:37])([CH3:35])[CH3:34]. The catalyst is C1COCC1. The product is [Si:1]([O:8][C:9]1[CH:10]=[C:11]([C:16]([C:18]2[CH:23]=[C:22]([O:24][C:25]([F:30])([F:29])[CH:26]([F:28])[F:27])[CH:21]=[C:20]([F:31])[CH:19]=2)=[N:38][S@@:36]([C:33]([CH3:35])([CH3:34])[CH3:32])=[O:37])[CH:12]=[CH:13][C:14]=1[F:15])([C:4]([CH3:7])([CH3:6])[CH3:5])([CH3:3])[CH3:2]. The yield is 0.800. (6) The reactants are [H-].C([Al+]CC(C)C)C(C)C.[CH3:11][Si:12]([CH3:37])([CH3:36])[CH2:13][CH2:14][O:15][CH2:16][N:17]1[C:21]2[N:22]=[CH:23][N:24]=[C:25]([C:26]3[CH:27]=[N:28][N:29]([CH2:31][CH2:32][C:33]([O-])=[O:34])[CH:30]=3)[C:20]=2[CH:19]=[CH:18]1.C(Cl)Cl. The catalyst is CCCCCC. The product is [CH3:36][Si:12]([CH3:11])([CH3:37])[CH2:13][CH2:14][O:15][CH2:16][N:17]1[C:21]2[N:22]=[CH:23][N:24]=[C:25]([C:26]3[CH:27]=[N:28][N:29]([CH2:31][CH2:32][CH2:33][OH:34])[CH:30]=3)[C:20]=2[CH:19]=[CH:18]1. The yield is 0.920. (7) The reactants are C([O:3][CH:4](OCC)[C:5]1[CH:6]=[C:7]([CH:11]2[C:16]3=[N:17][NH:18][C:19](=[O:24])[C:20]4[CH:21]=[CH:22][CH:23]=[C:14]([C:15]=43)[NH:13][CH:12]2[C:25]2[CH:30]=[CH:29][CH:28]=[CH:27][CH:26]=2)[CH:8]=[CH:9][CH:10]=1)C.C(=O)([O-])[O-].[K+].[K+]. The catalyst is Cl. The yield is 0.880. The product is [O:24]=[C:19]1[C:20]2[CH:21]=[CH:22][CH:23]=[C:14]3[NH:13][CH:12]([C:25]4[CH:26]=[CH:27][CH:28]=[CH:29][CH:30]=4)[CH:11]([C:7]4[CH:6]=[C:5]([CH:10]=[CH:9][CH:8]=4)[CH:4]=[O:3])[C:16]([C:15]=23)=[N:17][NH:18]1. (8) The catalyst is CS(C)=O.O. The reactants are [H-].[Na+].[C:3]([N:11]1[CH2:14][C:13]([CH2:18][OH:19])([C:15]([OH:17])=[O:16])[CH2:12]1)(=[O:10])[C:4]1[CH:9]=[CH:8][CH:7]=[CH:6][CH:5]=1.[Cl:20][C:21]1[CH:26]=[N:25][C:24](Cl)=[CH:23][N:22]=1. The product is [C:3]([N:11]1[CH2:14][C:13]([CH2:18][O:19][C:24]2[CH:23]=[N:22][C:21]([Cl:20])=[CH:26][N:25]=2)([C:15]([OH:17])=[O:16])[CH2:12]1)(=[O:10])[C:4]1[CH:9]=[CH:8][CH:7]=[CH:6][CH:5]=1. The yield is 0.800.